Task: Predict the reaction yield, written as a fraction of the theoretical maximum amount of product (1.0 means a 100% yield; for example, 0.34 means a 34% yield).. Dataset: Reaction yield outcomes from USPTO patents with 853,638 reactions (1) The reactants are CC(C)([O-])C.[K+].[CH3:7][O:8][C:9](=[O:19])[CH2:10][S:11][CH2:12][CH2:13][CH2:14][C:15](OC)=[O:16]. The catalyst is C(OCC)C. The product is [O:16]=[C:15]1[CH2:14][CH2:13][CH2:12][S:11][CH:10]1[C:9]([O:8][CH3:7])=[O:19]. The yield is 0.820. (2) The reactants are C([O:3][C:4](=[O:31])[CH2:5][CH:6]([O:28][CH2:29][CH3:30])[N:7]1[C:11]2[CH:12]=[CH:13][CH:14]=[CH:15][C:10]=2[N:9]([CH2:16][C:17]2[C:18]3[C:25]([CH3:26])=[CH:24][CH:23]=[CH:22][C:19]=3[S:20][CH:21]=2)[C:8]1=[O:27])C.[OH-].[Na+].Cl.O. The catalyst is CO. The product is [CH2:29]([O:28][CH:6]([N:7]1[C:11]2[CH:12]=[CH:13][CH:14]=[CH:15][C:10]=2[N:9]([CH2:16][C:17]2[C:18]3[C:25]([CH3:26])=[CH:24][CH:23]=[CH:22][C:19]=3[S:20][CH:21]=2)[C:8]1=[O:27])[CH2:5][C:4]([OH:31])=[O:3])[CH3:30]. The yield is 0.960.